From a dataset of Catalyst prediction with 721,799 reactions and 888 catalyst types from USPTO. Predict which catalyst facilitates the given reaction. (1) Reactant: C(OC([N:8]1[CH2:14][CH2:13][CH2:12][N:11]([C:15]([N:17]2[CH2:22][CH2:21][O:20][CH2:19][CH2:18]2)=[O:16])[CH2:10][CH2:9]1)=O)(C)(C)C.Cl. Product: [N:11]1([C:15]([N:17]2[CH2:18][CH2:19][O:20][CH2:21][CH2:22]2)=[O:16])[CH2:12][CH2:13][CH2:14][NH:8][CH2:9][CH2:10]1. The catalyst class is: 5. (2) Reactant: [F:1][C:2]1[CH:3]=[C:4]([S:10]([NH:13][C:14]2[CH:15]=[CH:16][C:17]3[CH2:21][O:20][B:19]([OH:22])[C:18]=3[CH:23]=2)(=[O:12])=[O:11])[CH:5]=[CH:6][C:7]=1[O:8]C.B(Br)(Br)Br. Product: [F:1][C:2]1[CH:3]=[C:4]([S:10]([NH:13][C:14]2[CH:15]=[CH:16][C:17]3[CH2:21][O:20][B:19]([OH:22])[C:18]=3[CH:23]=2)(=[O:12])=[O:11])[CH:5]=[CH:6][C:7]=1[OH:8]. The catalyst class is: 2. (3) Reactant: CC1C=CC(S(O[C:12]2[C:17]([N+:18]([O-:20])=[O:19])=[C:16]([C:21]3[O:22][CH:23]=[CH:24][CH:25]=3)[N:15]=[C:14]([NH2:26])[N:13]=2)(=O)=O)=CC=1.C(N(CC)CC)C.[N:34]1[CH:39]=[CH:38][CH:37]=[CH:36][C:35]=1[CH2:40][NH2:41].O. Product: [O:22]1[CH:23]=[CH:24][CH:25]=[C:21]1[C:16]1[N:15]=[C:14]([NH2:26])[N:13]=[C:12]([NH:41][CH2:40][C:35]2[CH:36]=[CH:37][CH:38]=[CH:39][N:34]=2)[C:17]=1[N+:18]([O-:20])=[O:19]. The catalyst class is: 216. (4) Reactant: [OH:1][N:2]=[C:3]([C:10]1[N:14]([CH3:15])[N:13]=[N:12][N:11]=1)[C:4]1[CH:9]=[CH:8][CH:7]=[CH:6][CH:5]=1.C([O-])([O-])=O.[Cs+].[Cs+].[Br:22][C:23]1[S:24][C:25]([CH3:30])=[C:26]([CH2:28]Br)[N:27]=1. Product: [Br:22][C:23]1[S:24][C:25]([CH3:30])=[C:26]([CH2:28][O:1][N:2]=[C:3]([C:10]2[N:14]([CH3:15])[N:13]=[N:12][N:11]=2)[C:4]2[CH:5]=[CH:6][CH:7]=[CH:8][CH:9]=2)[N:27]=1. The catalyst class is: 23. (5) Reactant: [H-].[Na+].[CH:3]1[C:12]2[C:7](=[CH:8][CH:9]=[CH:10][CH:11]=2)[CH:6]=[CH:5][C:4]=1[O:13][CH2:14][CH2:15][OH:16].[Cl:17][C:18]1[C:23](Cl)=[N:22][CH:21]=[CH:20][N:19]=1. Product: [Cl:17][C:18]1[C:23]([O:16][CH2:15][CH2:14][O:13][C:4]2[CH:5]=[CH:6][C:7]3[C:12](=[CH:11][CH:10]=[CH:9][CH:8]=3)[CH:3]=2)=[N:22][CH:21]=[CH:20][N:19]=1. The catalyst class is: 12. (6) Reactant: [CH3:1][N:2]1[CH2:7][CH2:6][CH:5]([CH2:8][OH:9])[CH2:4][CH2:3]1.[C:10](=O)(OC(Cl)(Cl)Cl)[O:11]C(Cl)(Cl)Cl.[NH2:22][C:23](=[O:61])[C:24]([CH3:60])([CH3:59])[CH2:25][NH:26][C:27]([C@H:29]([CH:56]([CH3:58])[CH3:57])[CH2:30][C@@H:31]1[O:35][CH2:34][NH:33][C@H:32]1[CH2:36][C@H:37]([CH2:41][C:42]1[CH:47]=[CH:46][C:45]([O:48][CH3:49])=[C:44]([O:50][CH2:51][CH2:52][CH2:53][O:54][CH3:55])[CH:43]=1)[CH:38]([CH3:40])[CH3:39])=[O:28]. Product: [NH2:22][C:23](=[O:61])[C:24]([CH3:59])([CH3:60])[CH2:25][NH:26][C:27]([C@H:29]([CH:56]([CH3:57])[CH3:58])[CH2:30][C@@H:31]1[O:35][CH2:34][N:33]([C:10]([O:9][CH2:8][CH:5]2[CH2:6][CH2:7][N:2]([CH3:1])[CH2:3][CH2:4]2)=[O:11])[C@H:32]1[CH2:36][C@H:37]([CH2:41][C:42]1[CH:47]=[CH:46][C:45]([O:48][CH3:49])=[C:44]([O:50][CH2:51][CH2:52][CH2:53][O:54][CH3:55])[CH:43]=1)[CH:38]([CH3:40])[CH3:39])=[O:28]. The catalyst class is: 64. (7) Reactant: [CH2:1]([O:8][C:9]1[CH:10]=[C:11]([CH2:17][C:18](=O)[C:19]([CH3:22])([CH3:21])[CH3:20])[CH:12]=[CH:13][C:14]=1[O:15][CH3:16])[C:2]1[CH:7]=[CH:6][CH:5]=[CH:4][CH:3]=1.[BH3-]C#[N:26].[Na+]. Product: [CH2:1]([O:8][C:9]1[CH:10]=[C:11]([CH2:17][CH:18]([NH2:26])[C:19]([CH3:22])([CH3:21])[CH3:20])[CH:12]=[CH:13][C:14]=1[O:15][CH3:16])[C:2]1[CH:7]=[CH:6][CH:5]=[CH:4][CH:3]=1. The catalyst class is: 5. (8) Reactant: [CH3:1][C:2]1[CH:3]=[CH:4][CH:5]=[C:6]2[C:10]=1[NH:9][CH:8]=[CH:7]2.[CH3:11][C:12]([O:15][C:16](O[C:16]([O:15][C:12]([CH3:14])([CH3:13])[CH3:11])=[O:17])=[O:17])([CH3:14])[CH3:13]. Product: [C:12]([O:15][C:16]([N:9]1[C:10]2[C:6](=[CH:5][CH:4]=[CH:3][C:2]=2[CH3:1])[CH:7]=[CH:8]1)=[O:17])([CH3:14])([CH3:13])[CH3:11]. The catalyst class is: 230.